This data is from Peptide-MHC class I binding affinity with 185,985 pairs from IEDB/IMGT. The task is: Regression. Given a peptide amino acid sequence and an MHC pseudo amino acid sequence, predict their binding affinity value. This is MHC class I binding data. The peptide sequence is FPHTELANL. The MHC is HLA-B58:01 with pseudo-sequence HLA-B58:01. The binding affinity (normalized) is 0.0847.